This data is from Drug-target binding data from BindingDB using IC50 measurements. The task is: Regression. Given a target protein amino acid sequence and a drug SMILES string, predict the binding affinity score between them. We predict pIC50 (pIC50 = -log10(IC50 in M); higher means more potent). Dataset: bindingdb_ic50. (1) The compound is C[C@]1(O)C(n2ccc(=O)[nH]c2=O)OC(COP(=O)(O)OP(=O)(O)OP(=O)(O)O)[C@H]1O. The target protein sequence is SMSYTWTGALITPCAAEETKLPINALSNSLLRHHNLVYATTSRSASLRQKKVTFDRLQVLDDHYRDVLKEMKAKASTVKAKLLSVEEACKLTPPHSARSKFGYGAKDVRNLSSKAVNHIRSVWKDLLEDTETPIDTTIMAKNEVFCVQPEKGGRKPARLIVFPDLGVRVCEKMALYDVVSTLPQAVMGSSYGFQYSPGQRVEFLVNAWKAKKCPMGFAYDTRCFDSTVTENDIRVEESIYQCCDLAPEARQAIRSLTERLYIGGPLTNSKGQNCGYRRCRASGVLTTSCGNTLTCYLKAAAACRAAKLQDCTMLVCGDDLVVICESAGTQEDEASLRAFTEAMTRYSAPPGDPPKPEYDLELITSCSSNVSVAHDASGKRVYYLTRDPTTPLARAAWETARHTPVNSWLGNIIMYAPTLWARMILMTHFFSILLAQEQLEKALDCQIYGACYSIEPLDLPQIIQRLHGLSAFSLHSYSPGEINRVASCLRKLGVPPLRVW.... The pIC50 is 5.8. (2) The compound is C=CC(=O)Nc1cc(-n2c(=O)ccc3cnc4ccc(-c5ccc(NS(C)(=O)=O)cc5)cc4c32)ccc1C. The target protein sequence is MAPPSEETPLIPQRSCSLLSTEAGALHVLLPARGPGPPQRLSFSSGDHLAEDLCVQAAKASGILPVYHSLFALATEDLSCWFPPSHIFSVEDASTQVLLYRIRSFYFPNWFGLEKCHRFGLRKDLASAILDLPVLEHLFAQHRSDLVSGRLPVGLSLKEQGECLSLAVLDLARMAREQAQRPGELLKTVSYKACLPPSLRDLIQGLSFVTRRAIRRTVRRALPRVAACQADRHSLMAKYIMDLERLDPAGAAETFHVGLPGALGGHDGLGLFRVAGDGGIAWTQGEQVLQPFCDFPEIVDISIKQAPRVGPAGEHRLVTVTRTDNQILEAEFPGLPEALSFVALVDGYFRLTTDSQHFFCKEVAPPRLLEEVAEQCHGPITLDFAINKLKTGGSRPGSYVLRRSPQDFDSFLLTVCVQNPLGPDYKGCLIRRSPTGTFLLVGLSRPHSSLRELLATCWDGGLHVDGVAVTLTSCCIPRPKEKSNLIVVQRGHSPPTSSLV.... The pIC50 is 6.8. (3) The small molecule is O=C1/C(=C/c2cc([N+](=O)[O-])cc(Br)c2O)SC(=S)N1c1ccc([N+](=O)[O-])cc1. The target protein sequence is MKKWTNRLMTIAGVVLILVAAYLFAKPHIDNYLHDKDKDEKIEQYDKNVKEQASKDKKQQAKPQIPKDKSKVAGYIEIPDADIKEPVYPGPATPEQLNRGVSFAEENESLDDQNISIAGHTFIDRPNYQFTNLKAAKKGSMVYFKVGNETRKYKMTSIRDVKPTDVGVLDEQKGKDKQLTLITCDDYNEKTGVWEKRKIFVATEVK. The pIC50 is 4.9. (4) The small molecule is CN1CCN(Cc2ccc(NC(=O)Nc3ccc(Oc4ccnc(N)n4)cc3)cc2C(F)(F)F)CC1. The target protein sequence is MENFQKVEKIGEGTYGVVYKARNKLTGEVVALKKIRXDTETEGVPSTAIREISLLKELNHPNIVKLLDVIHTENKLYLVTEFLHQDLKKFMDASALTGIPLPLIKSYLFQLLQGLAFCHSHRVLHRDLKPQNLLINTEGAIKLADFGLARAFGVPVRTYTHEVVTLWYRAPEILLGCKYYSTAVDIWSLGCIFAEMVTRRALFPGDSEIDQLFRIFRTLGTPDEVVWPGVTSMPDYKPSFPKWARQDFSKVVPPLDEDGRSLLSQMLHYDPNKRISAKAALAHPFFQDVTKPVPHLRL. The pIC50 is 5.0. (5) The small molecule is COc1ccc(O[C@@H]2O[C@H](CO[C@]3(C(=O)O)C[C@H](O)[C@@H](NC(=O)CO)[C@H]([C@H](O)[C@H](O)CNC(=O)Cc4ccc(-c5ccc(O)cc5)cc4)O3)[C@H](O)[C@H](O)[C@H]2O)cc1. The target protein (P20273) has sequence MHLLGPWLLLLVLEYLAFSDSSKWVFEHPETLYAWEGACVWIPCTYRALDGDLESFILFHNPEYNKNTSKFDGTRLYESTKDGKVPSEQKRVQFLGDKNKNCTLSIHPVHLNDSGQLGLRMESKTEKWMERIHLNVSERPFPPHIQLPPEIQESQEVTLTCLLNFSCYGYPIQLQWLLEGVPMRQAAVTSTSLTIKSVFTRSELKFSPQWSHHGKIVTCQLQDADGKFLSNDTVQLNVKHTPKLEIKVTPSDAIVREGDSVTMTCEVSSSNPEYTTVSWLKDGTSLKKQNTFTLNLREVTKDQSGKYCCQVSNDVGPGRSEEVFLQVQYAPEPSTVQILHSPAVEGSQVEFLCMSLANPLPTNYTWYHNGKEMQGRTEEKVHIPKILPWHAGTYSCVAENILGTGQRGPGAELDVQYPPKKVTTVIQNPMPIREGDTVTLSCNYNSSNPSVTRYEWKPHGAWEEPSLGVLKIQNVGWDNTTIACAACNSWCSWASPVALN.... The pIC50 is 6.0. (6) The drug is CC1=CC[C@H]2C(C)(C)CCC[C@]2(C)[C@H]1C/C=C(\C)CCC/C(C)=C/Cc1cc(O)ccc1O. The target protein (Q9P8Q7) has sequence MPYTPIDIQKEEADFQKEVAEIKKWWSEPRWRKTKRIYSAEDIAKKRGTLKINHPSSQQADKLFKLLETHDADKTVSFTFGALDPIHVAQMAKYLDSIYVSGWQCSSTASTSNEPSPDLADYPMDTVPNKVEHLWFAQLFHDRKQREERLTLSKEERAKTPYIDFLRPIIADADTGHGGITAIIKLTKMFIERGAAGIHIEDQAPGTKKCGHMAGKVLVPVQEHINRLVAIRASADIFGSNLLAVARTDSEAATLITSTIDHRDHYFIIGATNPEAGDLAALMAEAESKGIYGNELAAIESEWTKKAGLKLFHEAVIDEIKNGNYSNKDALIKKFTDKVNPLSHTSHKEAKKLAKELTGKDIYFNWDVARAREGYYRYQGGTQCAVMRGRAFAPYADLIWMESALPDYAQAKEFADGVKAAVPDQWLAYNLSPSFNWNKAMPADEQETYIKRLGKLGYVWQFITLAGLHTTALAVDDFSNQYSQIGMKAYGQTVQQPEIE.... The pIC50 is 4.1.